From a dataset of Forward reaction prediction with 1.9M reactions from USPTO patents (1976-2016). Predict the product of the given reaction. (1) Given the reactants [C:1]([O:4][C:5]1[CH:14]=[C:13]2[C:8]([C:9](=O)[NH:10][CH:11]=[N:12]2)=[C:7]([O:16][CH:17]2[CH2:21][CH2:20][CH2:19][CH2:18]2)[CH:6]=1)(=[O:3])[CH3:2].C1(P(C2C=CC=CC=2)C2C=CC=CC=2)C=CC=CC=1.C(Cl)(Cl)(Cl)[Cl:42], predict the reaction product. The product is: [C:1]([O:4][C:5]1[CH:14]=[C:13]2[C:8]([C:9]([Cl:42])=[N:10][CH:11]=[N:12]2)=[C:7]([O:16][CH:17]2[CH2:21][CH2:20][CH2:19][CH2:18]2)[CH:6]=1)(=[O:3])[CH3:2]. (2) Given the reactants [CH3:1][N:2]([CH2:4][C:5]([NH:7][NH2:8])=O)[CH3:3].Cl.C([O-])([O-])=O.[Cs+].[Cs+].[CH3:16][N:17]=[C:18]=[S:19], predict the reaction product. The product is: [CH3:1][N:2]([CH2:4][C:5]1[N:17]([CH3:16])[C:18]([SH:19])=[N:8][N:7]=1)[CH3:3]. (3) Given the reactants O[CH2:2][N:3]([CH2:8][CH2:9][S:10][C:11]1[CH:16]=[CH:15][C:14]([O:17][CH3:18])=[CH:13][CH:12]=1)[C:4](=[O:7])[O:5][CH3:6].B(F)(F)F.O(CC)CC, predict the reaction product. The product is: [CH3:18][O:17][C:14]1[CH:13]=[CH:12][C:11]2[S:10][CH2:9][CH2:8][N:3]([C:4]([O:5][CH3:6])=[O:7])[CH2:2][C:16]=2[CH:15]=1. (4) Given the reactants C[O:2][C:3]([C:5]1[CH:10]=[CH:9][C:8]([C:11]2[CH:16]=[C:15]([Cl:17])[C:14]([CH2:18][C@@H:19]3[CH2:23][CH2:22][N:21]([CH:24]4[CH2:29][CH2:28][O:27][CH2:26][CH2:25]4)[C:20]3=[O:30])=[C:13]([Cl:31])[CH:12]=2)=[CH:7][CH:6]=1)=[O:4].[OH-].[Na+], predict the reaction product. The product is: [Cl:17][C:15]1[CH:16]=[C:11]([C:8]2[CH:7]=[CH:6][C:5]([C:3]([OH:4])=[O:2])=[CH:10][CH:9]=2)[CH:12]=[C:13]([Cl:31])[C:14]=1[CH2:18][C@@H:19]1[CH2:23][CH2:22][N:21]([CH:24]2[CH2:25][CH2:26][O:27][CH2:28][CH2:29]2)[C:20]1=[O:30].